This data is from Catalyst prediction with 721,799 reactions and 888 catalyst types from USPTO. The task is: Predict which catalyst facilitates the given reaction. (1) Reactant: Cl.[CH:2]([N:5]1[C:9]([S:10]([CH3:13])(=[O:12])=[O:11])=[N:8][N:7]=[C:6]1[C:14]1[CH:19]=[C:18]([CH:20]([CH3:22])[CH3:21])[C:17]([O:23]COC)=[CH:16][C:15]=1[O:27]COC)([CH3:4])[CH3:3].OC1C=C(O)C(C(C)C)=CC=1C1N(C(C)C)C(=O)NN=1.C(=O)([O-])O.[Na+]. Product: [CH:20]([C:18]1[CH:19]=[C:14]([C:6]2[N:5]([CH:2]([CH3:4])[CH3:3])[C:9]([S:10]([CH3:13])(=[O:12])=[O:11])=[N:8][N:7]=2)[C:15]([OH:27])=[CH:16][C:17]=1[OH:23])([CH3:21])[CH3:22]. The catalyst class is: 5. (2) Reactant: [F:1][C:2]1[CH:7]=[C:6]([C:8]2[CH:13]=[CH:12][N:11]=[C:10]3[NH:14][C:15]([C:17]4[CH:18]=[N:19][N:20]([CH3:22])[CH:21]=4)=[N:16][C:9]=23)[CH:5]=[CH:4][C:3]=1[CH2:23][NH2:24].[CH:25]1([C:28]2[N:33]=[CH:32][C:31]([C:34](O)=[O:35])=[CH:30][CH:29]=2)[CH2:27][CH2:26]1.CN(C(ON1N=NC2C=CC=NC1=2)=[N+](C)C)C.F[P-](F)(F)(F)(F)F.CCN(C(C)C)C(C)C. Product: [CH:25]1([C:28]2[N:33]=[CH:32][C:31]([C:34]([NH:24][CH2:23][C:3]3[CH:4]=[CH:5][C:6]([C:8]4[CH:13]=[CH:12][N:11]=[C:10]5[NH:14][C:15]([C:17]6[CH:18]=[N:19][N:20]([CH3:22])[CH:21]=6)=[N:16][C:9]=45)=[CH:7][C:2]=3[F:1])=[O:35])=[CH:30][CH:29]=2)[CH2:27][CH2:26]1. The catalyst class is: 9. (3) The catalyst class is: 16. Reactant: C1(C(C2C=CC=CC=2)(C2C=CC=CC=2)N2N=NC([C:13]3[CH:14]=[CH:15][C:16]4[NH:17][C:18]5[C:23]([C:24]=4[CH:25]=3)=[CH:22][CH:21]=[CH:20][CH:19]=5)=N2)C=CC=CC=1.[H-].[Na+].ClC1C=C(C=CC=1)CCl.Cl. Product: [CH:15]1[C:16]2[NH:17][C:18]3[C:23](=[CH:22][CH:21]=[CH:20][CH:19]=3)[C:24]=2[CH:25]=[CH:13][CH:14]=1.